Dataset: Reaction yield outcomes from USPTO patents with 853,638 reactions. Task: Predict the reaction yield, written as a fraction of the theoretical maximum amount of product (1.0 means a 100% yield; for example, 0.34 means a 34% yield). The reactants are [OH:1][CH2:2][C@@H:3]([NH:8][S:9]([C:12]1[S:13][C:14]([Sn](C)(C)C)=[CH:15][CH:16]=1)(=[O:11])=[O:10])[C@@H:4]([CH3:7])[CH2:5][CH3:6].[B-](F)(F)(F)[F:22].[B-](F)(F)(F)F.C1[N+]2(CCl)CC[N+](F)(CC2)C1.CCOC(C)=O.CCCCCC. The catalyst is C(#N)C. The product is [F:22][C:14]1[S:13][C:12]([S:9]([NH:8][C@H:3]([CH2:2][OH:1])[C@@H:4]([CH3:7])[CH2:5][CH3:6])(=[O:11])=[O:10])=[CH:16][CH:15]=1. The yield is 0.155.